Predict the reactants needed to synthesize the given product. From a dataset of Full USPTO retrosynthesis dataset with 1.9M reactions from patents (1976-2016). (1) Given the product [C:1]1([C:7]2[N:12]=[C:11]3[CH2:13][CH2:14][CH2:15][N:16]([CH2:24][CH2:25][CH2:26][CH2:27][CH2:28][C:29]([OH:31])=[O:30])[C:10]3=[N:9][C:8]=2[C:17]2[CH:18]=[CH:19][CH:20]=[CH:21][CH:22]=2)[CH:2]=[CH:3][CH:4]=[CH:5][CH:6]=1, predict the reactants needed to synthesize it. The reactants are: [C:1]1([C:7]2[N:12]=[C:11]3[CH2:13][CH2:14][CH2:15][NH:16][C:10]3=[N:9][C:8]=2[C:17]2[CH:22]=[CH:21][CH:20]=[CH:19][CH:18]=2)[CH:6]=[CH:5][CH:4]=[CH:3][CH:2]=1.Br[CH2:24][CH2:25][CH2:26][CH2:27][CH2:28][C:29]([O:31]CC)=[O:30]. (2) Given the product [F:19][C:16]1[CH:17]=[CH:18][C:13]([NH:12][C:8]2[CH:7]=[C:6]3[C:11](=[CH:10][CH:9]=2)[C:2]([C:28]2[CH:33]=[CH:32][C:31]([S:34]([CH3:37])(=[O:35])=[O:36])=[CH:30][C:29]=2[CH3:38])=[N:3][N:4]=[CH:5]3)=[CH:14][CH:15]=1, predict the reactants needed to synthesize it. The reactants are: Cl[C:2]1[C:11]2[C:6](=[CH:7][C:8]([NH:12][C:13]3[CH:18]=[CH:17][C:16]([F:19])=[CH:15][CH:14]=3)=[CH:9][CH:10]=2)[CH:5]=[N:4][N:3]=1.CC1(C)C(C)(C)OB([C:28]2[CH:33]=[CH:32][C:31]([S:34]([CH3:37])(=[O:36])=[O:35])=[CH:30][C:29]=2[CH3:38])O1.C(=O)([O-])[O-].[Na+].[Na+].COCCOC. (3) Given the product [C:1]([N:12]1[CH2:17][CH2:16][CH:15]([CH2:18][O:19][C:20]2[CH:27]=[CH:26][C:25]([B:28]3[O:32][C:31]([CH3:34])([CH3:33])[C:30]([CH3:36])([CH3:35])[O:29]3)=[CH:24][C:21]=2[C:22]#[N:23])[CH2:14][CH2:13]1)(=[O:3])[CH3:2], predict the reactants needed to synthesize it. The reactants are: [C:1](O)(=[O:3])[CH3:2].C(N(CC)CC)C.[NH:12]1[CH2:17][CH2:16][CH:15]([CH2:18][O:19][C:20]2[CH:27]=[CH:26][C:25]([B:28]3[O:32][C:31]([CH3:34])([CH3:33])[C:30]([CH3:36])([CH3:35])[O:29]3)=[CH:24][C:21]=2[C:22]#[N:23])[CH2:14][CH2:13]1.